This data is from Reaction yield outcomes from USPTO patents with 853,638 reactions. The task is: Predict the reaction yield, written as a fraction of the theoretical maximum amount of product (1.0 means a 100% yield; for example, 0.34 means a 34% yield). The yield is 0.800. The product is [Br:1][C:10]1[CH:11]=[CH:12][C:7]([S:6][CH:3]2[CH2:5][CH2:4]2)=[C:8]([CH3:13])[CH:9]=1. The catalyst is C(O)(=O)C.[Cl-].[Na+].O. The reactants are [Br:1]Br.[CH:3]1([S:6][C:7]2[CH:12]=[CH:11][CH:10]=[CH:9][C:8]=2[CH3:13])[CH2:5][CH2:4]1.S([O-])([O-])(=O)=S.[Na+].[Na+].